Task: Predict the reaction yield, written as a fraction of the theoretical maximum amount of product (1.0 means a 100% yield; for example, 0.34 means a 34% yield).. Dataset: Reaction yield outcomes from USPTO patents with 853,638 reactions (1) The reactants are [O:1]=[C:2]1[C:10](=[O:11])[C:9]2[C:4](=[CH:5][CH:6]=[C:7]([S:12](Cl)(=[O:14])=[O:13])[CH:8]=2)[NH:3]1.[Na].[NH:17]1C2[C:22](=CC(S(O)(=O)=O)=CC=2)[C:20](=O)[C:18]1=O.O=P(Cl)(Cl)Cl.CCN(C(C)C)C(C)C.C(N)CC. The catalyst is C1COCC1.C(OCC)(=O)C. The product is [CH2:18]([NH:17][S:12]([C:7]1[CH:8]=[C:9]2[C:4](=[CH:5][CH:6]=1)[NH:3][C:2](=[O:1])[C:10]2=[O:11])(=[O:14])=[O:13])[CH2:20][CH3:22]. The yield is 0.600. (2) The reactants are Cl[C:2]1[CH:3]=[CH:4][C:5]2[N:11]3[CH2:12][C@H:8]([CH2:9][CH2:10]3)[N:7]([C:13]([NH:15][C:16]3[CH:21]=[N:20][CH:19]=[CH:18][N:17]=3)=[O:14])[C:6]=2[N:22]=1.[F:23][C@@H:24]1[CH2:28][CH2:27][N:26]([C:29]2[CH:34]=[CH:33][CH:32]=[C:31](B3OC(C)(C)C(C)(C)O3)[CH:30]=2)[CH2:25]1.C1(P(C2CCCCC2)C2C=CC=CC=2C2C(C(C)C)=CC(C(C)C)=CC=2C(C)C)CCCCC1.C([O-])([O-])=O.[Cs+].[Cs+]. The catalyst is O1CCOCC1.O.CC([O-])=O.CC([O-])=O.[Pd+2]. The product is [F:23][C@@H:24]1[CH2:28][CH2:27][N:26]([C:29]2[CH:34]=[C:33]([C:2]3[CH:3]=[CH:4][C:5]4[N:11]5[CH2:12][C@H:8]([CH2:9][CH2:10]5)[N:7]([C:13]([NH:15][C:16]5[CH:21]=[N:20][CH:19]=[CH:18][N:17]=5)=[O:14])[C:6]=4[N:22]=3)[CH:32]=[CH:31][CH:30]=2)[CH2:25]1. The yield is 0.320. (3) The reactants are [NH2:1][C@:2]12[CH2:37][CH2:36][C@@H:35]([C:38]([CH3:40])=[CH2:39])[C@@H:3]1[C@@H:4]1[C@@:17]([CH3:20])([CH2:18][CH2:19]2)[C@@:16]2([CH3:21])[C@@H:7]([C@:8]3([CH3:34])[C@@H:13]([CH2:14][CH2:15]2)[C:12]([CH3:23])([CH3:22])[C:11]([C:24]2[CH:33]=[CH:32][C:27]([C:28]([O:30]C)=[O:29])=[CH:26][CH:25]=2)=[CH:10][CH2:9]3)[CH2:6][CH2:5]1.CN(C)CCC(N[C@]12CC[C@@H](C(C)=C)[C@@H]1[C@@H]1[C@@](C)(CC2)[C@@]2(C)[C@@H]([C@]3(C)[C@@H](CC2)C(C)(C)C(C2C=CC(C(O)=O)=CC=2)=CC3)CC1)=O.Cl.[N:88]1([CH2:93][C:94](O)=[O:95])[CH:92]=[CH:91][N:90]=[N:89]1. No catalyst specified. The product is [N:88]1([CH2:93][C:94]([NH:1][C@:2]23[CH2:37][CH2:36][C@@H:35]([C:38]([CH3:40])=[CH2:39])[C@@H:3]2[C@@H:4]2[C@@:17]([CH3:20])([CH2:18][CH2:19]3)[C@@:16]3([CH3:21])[C@@H:7]([C@:8]4([CH3:34])[C@@H:13]([CH2:14][CH2:15]3)[C:12]([CH3:22])([CH3:23])[C:11]([C:24]3[CH:25]=[CH:26][C:27]([C:28]([OH:30])=[O:29])=[CH:32][CH:33]=3)=[CH:10][CH2:9]4)[CH2:6][CH2:5]2)=[O:95])[CH:92]=[CH:91][N:90]=[N:89]1. The yield is 0.360. (4) The reactants are Cl.[Cl:2][C:3]1[CH:4]=[C:5]2[C:9](=[CH:10][CH:11]=1)[NH:8][CH:7]=[C:6]2[CH2:12][CH2:13][NH2:14].[C:15]1([C:21]2[O:25][N:24]=[C:23]([C:26](Cl)=[O:27])[CH:22]=2)[CH:20]=[CH:19][CH:18]=[CH:17][CH:16]=1.C(N(CC)CC)C.C(OCC)(=O)C. The catalyst is ClCCl. The product is [Cl:2][C:3]1[CH:4]=[C:5]2[C:9](=[CH:10][CH:11]=1)[NH:8][CH:7]=[C:6]2[CH2:12][CH2:13][NH:14][C:26]([C:23]1[CH:22]=[C:21]([C:15]2[CH:16]=[CH:17][CH:18]=[CH:19][CH:20]=2)[O:25][N:24]=1)=[O:27]. The yield is 0.340. (5) The catalyst is C(O)C. The yield is 0.420. The product is [Cl:25][C:20]1[CH:21]=[CH:22][CH:23]=[CH:24][C:19]=1[C:17]1[C:3]2[C:2](=[N:7][C:6]([O:8][C:9]3[CH:14]=[CH:13][C:12]([F:15])=[CH:11][C:10]=3[F:16])=[CH:5][N:4]=2)[NH:28][N:27]=1. The reactants are Cl[C:2]1[C:3]([C:17]([C:19]2[CH:24]=[CH:23][CH:22]=[CH:21][C:20]=2[Cl:25])=O)=[N:4][CH:5]=[C:6]([O:8][C:9]2[CH:14]=[CH:13][C:12]([F:15])=[CH:11][C:10]=2[F:16])[N:7]=1.O.[NH2:27][NH2:28]. (6) The reactants are Br[C:2]1[C:3]([C:9]([CH3:12])([CH3:11])[CH3:10])=[CH:4][C:5]([NH2:8])=[N:6][CH:7]=1.[CH3:13][N:14]([CH3:19])[C:15](=[O:18])[CH:16]=[CH2:17].C(N(CC)CC)C. The catalyst is C1(C)C=CC=CC=1.C([O-])(=O)C.[Pd+2].C([O-])(=O)C.C1C=CC([P]([Pd]([P](C2C=CC=CC=2)(C2C=CC=CC=2)C2C=CC=CC=2)([P](C2C=CC=CC=2)(C2C=CC=CC=2)C2C=CC=CC=2)[P](C2C=CC=CC=2)(C2C=CC=CC=2)C2C=CC=CC=2)(C2C=CC=CC=2)C2C=CC=CC=2)=CC=1. The product is [NH2:8][C:5]1[N:6]=[CH:7][C:2]([CH:17]=[CH:16][C:15]([N:14]([CH3:19])[CH3:13])=[O:18])=[C:3]([C:9]([CH3:12])([CH3:11])[CH3:10])[CH:4]=1. The yield is 0.810.